From a dataset of Drug-target binding data from BindingDB using Ki measurements. Regression. Given a target protein amino acid sequence and a drug SMILES string, predict the binding affinity score between them. We predict pKi (pKi = -log10(Ki in M); higher means stronger inhibition). Dataset: bindingdb_ki. (1) The small molecule is CC(C)(C)NC(=O)[C@@H]1CN(Cc2cccnc2)CCN1C[C@@H](O)C[C@@H](Cc1ccccc1)C(=O)N[C@H]1c2ccccc2C[C@H]1O. The target protein sequence is PQVTLWQRPLVTIKIGGQLREALLDTGADDTIFEEISLPGRWKPKIIGGIGGFVKVRQYDQIPIEICGHKVIGTVLVGPTPANVIGRNLMTQIGCTLNF. The pKi is 5.5. (2) The small molecule is CN[C@@H](C)C(=O)N[C@H]1CCCC[C@H]2CC[C@@H](C(=O)NC(c3ccccc3)c3ccccc3)N2C1=O. The target protein (Q96P09) has sequence MTGYEARLITFGTWMYSVNKEQLARAGFYAIGQEDKVQCFHCGGGLANWKPKEDPWEQHAKWYPGCKYLLEEKGHEYINNIHLTRSLEGALVQTTKKTPSLTKRISDTIFPNPMLQEAIRMGFDFKDVKKIMEERIQTSGSNYKTLEVLVADLVSAQKDTTENELNQTSLQREISPEEPLRRLQEEKLCKICMDRHIAVVFIPCGHLVTCKQCAEAVDRCPMCSAVIDFKQRVFMS. The pKi is 8.7. (3) The drug is CN1Cc2c(N)cccc2C(c2ccccc2)C1. The target is MLLARMKPQVQPELGGADQ. The pKi is 7.8. (4) The small molecule is CCCCC(NC(=O)C(CCC(=O)O)NC(=O)C(CC(C)C)NC(=O)C(NC(=O)C(CCC(=O)O)NC(=O)C(CCCNC(=N)N)NC(=O)C(CC(C)C)NC(=O)C(CC(C)C)NC(=O)C(Cc1cnc[nH]1)NC(=O)C(Cc1ccccc1)NC(=O)C(NC(=O)C(CC(C)C)NC(=O)C(CC(=O)O)NC(C)=O)C(C)O)C(C)C)C(=O)NC(C)C(=O)NC(CCCNC(=N)N)C(=O)NC(C)C(=O)NC(CCC(=O)O)C(=O)NC(CCC(N)=O)C(=O)NC(C)(Cc1ccccc1)C(=O)NC(C)C(=O)NC(CCC(N)=O)C(=O)NC1CCC(=O)NCCCCC(C(=O)NC(CC(N)=O)C(=O)NC(CCCNC(=N)N)C(=O)NC(CCCCN)C(=O)NC(CC(C)C)C(=O)NC(CCCC)C(=O)NC(CCC(=O)O)C(=O)NC(C)(Cc2ccccc2)C(=O)NC(C(N)=O)C(C)CC)NC(=O)C(C)(C)NC(=O)C(C)NC1=O. The target protein (Q60748) has sequence MDAALLLSLLEANCSLALAEELLLDGWGVPPDPEGPYTYCNTTLDQIGTCWPQSAPGALVERPCPEYFNGIKYNTTRNAYRECLENGTWASRVNYSHCEPILDDKQRKYDLHYRIALIVNYLGHCVSVVALVAAFLLFLVLRSIRCLRNVIHWNLITTFILRNIAWFLLQLIDHEVHEGNEVWCRCITTIFNYFVVTNFFWMFVEGCYLHTAIVMTYSTEHLRKWLFLFIGWCIPCPIIIAWAVGKLYYENEQCWFGKEAGDLVDYIYQGPVMLVLLINFVFLFNIVRILMTKLRASTTSETIQYRKAVKATLVLLPLLGITYMLFFVNPGEDDLSQIVFIYFNSFLQSFQGFFVSVFYCFFNGEVRAALRKRWHRWQDHHALRVPVARAMSIPTSPTRISFHSIKQTAAV. The pKi is 8.9. (5) The compound is Cl.c1ccc2c(c1)ccn2CC1=NCCN1. The target protein (Q4G017) has sequence MAAATLSFGPEREAEPAKEARVVGSELVDTYTVYVIQVTDGNHEWTIKHRYSDFHDLHEKLVAERKIDKTLLPPKKIIGKNSRSLVEKREKDLEVYLQTLLKTFPDVAPRVLAHFLHFHLYEINGVTAALAEELFEKGEQLLGAGEVFAIRPLQLYAITEQLQQGKPTCASGDAKTDLGHILDFTCRLKYLKVSGTEGPFGTSNIREQLLPFDLSIFKSLHQVEMSHCDAKHVRGLVTSKPTLATMSVRFSAASMKEVLVPEASEFDEWEPEGTTLGGPVTAVIPTWQALTTLDLSHNSISEIDESVKLIPKIEYLDLSHNGVLVVDNLQHLYNLVHLDLSYNKLSSLEGVHTKLGNVKTLNLAGNFLERLSGLHKLYSLVNLDLRDNRIEQLDEVKSIGNLPCLEHVALLNNPLSIIPDYRTKVLSQFGERASEICLDDVATTEKELDTVEVLKAIQKAKDVKSKLSSTEKKVGEDFRLPTAPCIRPSSSPPTAVPTSA.... The pKi is 4.1.